From a dataset of Forward reaction prediction with 1.9M reactions from USPTO patents (1976-2016). Predict the product of the given reaction. (1) Given the reactants [NH2:1][C:2]1[N:10]=[C:9]2[C:5]([N:6]=[CH:7][N:8]2[CH2:11][C@H:12]([OH:38])[CH2:13][O:14][C:15]([C:30]2[CH:35]=[CH:34][C:33]([O:36][CH3:37])=[CH:32][CH:31]=2)([C:22]2[CH:27]=[CH:26][C:25]([O:28][CH3:29])=[CH:24][CH:23]=2)[C:16]2[CH:21]=[CH:20][CH:19]=[CH:18][CH:17]=2)=[C:4]([O:39]CC2C=CC=CC=2)[N:3]=1, predict the reaction product. The product is: [NH2:1][C:2]1[NH:3][C:4](=[O:39])[C:5]2[N:6]=[CH:7][N:8]([CH2:11][C@H:12]([OH:38])[CH2:13][O:14][C:15]([C:22]3[CH:27]=[CH:26][C:25]([O:28][CH3:29])=[CH:24][CH:23]=3)([C:30]3[CH:35]=[CH:34][C:33]([O:36][CH3:37])=[CH:32][CH:31]=3)[C:16]3[CH:17]=[CH:18][CH:19]=[CH:20][CH:21]=3)[C:9]=2[N:10]=1. (2) Given the reactants Cl.[N+](C1C=C[C:8]([O:11][C:12](=[O:33])[NH:13][C:14]2[CH:19]=[CH:18][CH:17]=[C:16]([CH:20]3[C:29]4[C:24](=[C:25]([Cl:31])[CH:26]=[C:27]([Cl:30])[CH:28]=4)[CH2:23][N:22]([CH3:32])[CH2:21]3)[CH:15]=2)=[CH:7]C=1)([O-])=O.[CH3:34][N:35](C)[CH2:36]CO.O.C(=O)([O-])[O-].[K+].[K+], predict the reaction product. The product is: [ClH:30].[CH3:34][N:35]([CH3:36])[CH2:7][CH2:8][O:11][C:12](=[O:33])[NH:13][C:14]1[CH:19]=[CH:18][CH:17]=[C:16]([CH:20]2[C:29]3[C:24](=[C:25]([Cl:31])[CH:26]=[C:27]([Cl:30])[CH:28]=3)[CH2:23][N:22]([CH3:32])[CH2:21]2)[CH:15]=1. (3) Given the reactants [OH:1][C:2]1[CH:11]=[CH:10][C:5]([C:6]([O:8][CH3:9])=[O:7])=[CH:4][CH:3]=1.C([O-])([O-])=O.[K+].[K+].Cl.Cl[CH2:20][CH2:21][N:22]1[CH2:27][CH2:26][O:25][CH2:24][CH2:23]1, predict the reaction product. The product is: [N:22]1([CH2:21][CH2:20][O:1][C:2]2[CH:3]=[CH:4][C:5]([C:6]([O:8][CH3:9])=[O:7])=[CH:10][CH:11]=2)[CH2:27][CH2:26][O:25][CH2:24][CH2:23]1.